The task is: Regression. Given a peptide amino acid sequence and an MHC pseudo amino acid sequence, predict their binding affinity value. This is MHC class I binding data.. This data is from Peptide-MHC class I binding affinity with 185,985 pairs from IEDB/IMGT. (1) The peptide sequence is EPEPHILLF. The MHC is HLA-A03:01 with pseudo-sequence HLA-A03:01. The binding affinity (normalized) is 0.0847. (2) The peptide sequence is VSLTNGMSVL. The MHC is H-2-Db with pseudo-sequence H-2-Db. The binding affinity (normalized) is 0.610. (3) The peptide sequence is SVSGTFVAEF. The MHC is HLA-A29:02 with pseudo-sequence HLA-A29:02. The binding affinity (normalized) is 0.158.